From a dataset of Peptide-MHC class I binding affinity with 185,985 pairs from IEDB/IMGT. Regression. Given a peptide amino acid sequence and an MHC pseudo amino acid sequence, predict their binding affinity value. This is MHC class I binding data. (1) The peptide sequence is CWFGGKWKDAI. The MHC is Mamu-B17 with pseudo-sequence Mamu-B17. The binding affinity (normalized) is 0.362. (2) The peptide sequence is SEIDLILGY. The MHC is Mamu-B17 with pseudo-sequence Mamu-B17. The binding affinity (normalized) is 0.147. (3) The peptide sequence is RWGLLLALL. The MHC is HLA-A24:02 with pseudo-sequence HLA-A24:02. The binding affinity (normalized) is 0.861. (4) The peptide sequence is APGKSLGTL. The MHC is HLA-B18:01 with pseudo-sequence HLA-B18:01. The binding affinity (normalized) is 0.213. (5) The peptide sequence is FIPIIYSKA. The MHC is HLA-A68:02 with pseudo-sequence HLA-A68:02. The binding affinity (normalized) is 0.597. (6) The peptide sequence is IISTFHLSI. The MHC is HLA-A02:01 with pseudo-sequence HLA-A02:01. The binding affinity (normalized) is 0.527. (7) The peptide sequence is RQIRMTSTI. The MHC is HLA-A03:01 with pseudo-sequence HLA-A03:01. The binding affinity (normalized) is 0.0847. (8) The MHC is HLA-B58:01 with pseudo-sequence HLA-B58:01. The peptide sequence is RAKFKQLL. The binding affinity (normalized) is 0.213.